Dataset: Full USPTO retrosynthesis dataset with 1.9M reactions from patents (1976-2016). Task: Predict the reactants needed to synthesize the given product. (1) Given the product [NH2:34][C:35]1([CH2:51][O:52][N:53]([CH3:61])[C:54](=[O:60])[O:55][C:56]([CH3:57])([CH3:58])[CH3:59])[C:49]2[C:44](=[CH:45][CH:46]=[C:47]([Br:50])[CH:48]=2)[O:43][C:37]2([CH2:42][CH2:41][CH2:40][O:39][CH2:38]2)[CH2:36]1, predict the reactants needed to synthesize it. The reactants are: C1(P(C2C=CC=CC=2)CCCCP(C2C=CC=CC=2)C2C=CC=CC=2)C=CC=CC=1.C([NH:34][C:35]1([CH2:51][O:52][N:53]([CH3:61])[C:54](=[O:60])[O:55][C:56]([CH3:59])([CH3:58])[CH3:57])[C:49]2[C:44](=[CH:45][CH:46]=[C:47]([Br:50])[CH:48]=2)[O:43][C:37]2([CH2:42][CH2:41][CH2:40][O:39][CH2:38]2)[CH2:36]1)C=C.C(O)(=O)C1C(=CC=CC=1)S. (2) Given the product [Cl:1][C:2]1[CH:3]=[C:4]([CH:7]=[CH:8][C:9]=1[O:10][C:11]1[CH:16]=[CH:15][C:14]([CH:17]=[O:18])=[CH:13][CH:12]=1)[C:5]([NH2:6])=[O:20], predict the reactants needed to synthesize it. The reactants are: [Cl:1][C:2]1[CH:3]=[C:4]([CH:7]=[CH:8][C:9]=1[O:10][C:11]1[CH:16]=[CH:15][C:14]([CH:17]=[O:18])=[CH:13][CH:12]=1)[C:5]#[N:6].C(=O)([O-])[O-:20].[K+].[K+].OO. (3) Given the product [Br:7][C:8]([CH3:13])([CH3:12])[C:9]([NH:1][CH:2]([CH2:5][CH3:6])[CH2:3][OH:4])=[O:10], predict the reactants needed to synthesize it. The reactants are: [NH2:1][CH:2]([CH2:5][CH3:6])[CH2:3][OH:4].[Br:7][C:8]([CH3:13])([CH3:12])[C:9](Br)=[O:10]. (4) Given the product [Cl:1][C:2]1[CH:7]=[CH:6][C:5]([CH:8]=[CH:9][C:10]2[CH:11]=[C:12]([OH:16])[CH:13]=[CH:14][CH:15]=2)=[CH:4][CH:3]=1, predict the reactants needed to synthesize it. The reactants are: [Cl:1][C:2]1[CH:7]=[CH:6][C:5](/[CH:8]=[CH:9]/[C:10]2[CH:15]=[CH:14][CH:13]=[C:12]([O:16]COC)[CH:11]=2)=[CH:4][CH:3]=1.Cl.